From a dataset of Reaction yield outcomes from USPTO patents with 853,638 reactions. Predict the reaction yield, written as a fraction of the theoretical maximum amount of product (1.0 means a 100% yield; for example, 0.34 means a 34% yield). (1) The reactants are N1C=CC=CC=1.[Br:7][CH2:8][CH2:9][C:10](Cl)=[O:11].Cl.[CH3:14][NH:15][O:16][CH3:17]. The catalyst is ClCCl. The product is [Br:7][CH2:8][CH2:9][C:10]([N:15]([O:16][CH3:17])[CH3:14])=[O:11]. The yield is 0.780. (2) The yield is 0.700. The catalyst is CN(C1C=CN=CC=1)C.ClCCCl. The reactants are [OH:1][C:2]1[C:3]([C:10]([NH:12][C@H:13]2[CH2:21][CH2:20][CH2:19][C@H:18]([CH2:22][C:23]3[CH:28]=[CH:27][C:26]([CH3:29])=[CH:25][CH:24]=3)[C@@H:17]([O:30][C:31]3[CH:36]=[CH:35][CH:34]=[CH:33][CH:32]=3)[C@H:16]([CH3:37])[O:15][C:14]2=[O:38])=[O:11])=[N:4][CH:5]=[CH:6][C:7]=1[O:8][CH3:9].[C:39](Cl)(=[O:41])[CH3:40].CCN(CC)CC. The product is [C:39]([O:1][C:2]1[C:3]([C:10](=[O:11])[NH:12][C@H:13]2[CH2:21][CH2:20][CH2:19][C@H:18]([CH2:22][C:23]3[CH:24]=[CH:25][C:26]([CH3:29])=[CH:27][CH:28]=3)[C@@H:17]([O:30][C:31]3[CH:36]=[CH:35][CH:34]=[CH:33][CH:32]=3)[C@H:16]([CH3:37])[O:15][C:14]2=[O:38])=[N:4][CH:5]=[CH:6][C:7]=1[O:8][CH3:9])(=[O:41])[CH3:40].